Predict which catalyst facilitates the given reaction. From a dataset of Catalyst prediction with 721,799 reactions and 888 catalyst types from USPTO. (1) Reactant: [Br:1][C:2]1[CH:3]=[CH:4][C:5]2[O:10][CH2:9][C:8](=O)[NH:7][C:6]=2[C:12]=1[CH3:13]. Product: [Br:1][C:2]1[CH:3]=[CH:4][C:5]2[O:10][CH2:9][CH2:8][NH:7][C:6]=2[C:12]=1[CH3:13]. The catalyst class is: 7. (2) Reactant: [OH:1][C:2]1[CH:3]=[C:4]2[C:9](=[CH:10][CH:11]=1)[CH:8]=[C:7]([C:12]1[CH:17]=[C:16]([C:18]([O:20][CH3:21])=[O:19])[CH:15]=[CH:14][N:13]=1)[CH:6]=[CH:5]2.C(=O)([O-])[O-].[Cs+].[Cs+].Cl[CH2:29][C:30]1[C:31]([C:38]2[C:43]([Cl:44])=[CH:42][CH:41]=[CH:40][C:39]=2[Cl:45])=[N:32][O:33][C:34]=1[CH:35]([CH3:37])[CH3:36].C(OCC)(=O)C. Product: [Cl:44][C:43]1[CH:42]=[CH:41][CH:40]=[C:39]([Cl:45])[C:38]=1[C:31]1[C:30]([CH2:29][O:1][C:2]2[CH:3]=[C:4]3[C:9](=[CH:10][CH:11]=2)[CH:8]=[C:7]([C:12]2[CH:17]=[C:16]([C:18]([O:20][CH3:21])=[O:19])[CH:15]=[CH:14][N:13]=2)[CH:6]=[CH:5]3)=[C:34]([CH:35]([CH3:37])[CH3:36])[O:33][N:32]=1. The catalyst class is: 35.